Predict the reaction yield, written as a fraction of the theoretical maximum amount of product (1.0 means a 100% yield; for example, 0.34 means a 34% yield). From a dataset of Reaction yield outcomes from USPTO patents with 853,638 reactions. (1) The reactants are CO[CH:3](OC)[CH2:4][C:5]([CH3:11])=[C:6]([C:9]#[N:10])[C:7]#[N:8].C(C(C#N)=C(C)C=C[O:20]C)#N.S(=O)(=O)(O)O. No catalyst specified. The product is [C:7]([C:6]1[C:9](=[O:20])[NH:10][CH:3]=[CH:4][C:5]=1[CH3:11])#[N:8]. The yield is 0.680. (2) The reactants are [N+:1]([C:4]1[CH:10]=[CH:9][CH:8]=[CH:7][C:5]=1[NH2:6])([O-:3])=[O:2].C1C(=O)N([Br:18])C(=O)C1. The catalyst is CC(O)=O.O. The product is [Br:18][C:9]1[CH:8]=[CH:7][C:5]([NH2:6])=[C:4]([N+:1]([O-:3])=[O:2])[CH:10]=1. The yield is 0.760. (3) The reactants are [F:1][C:2]1[CH:3]=[C:4]([OH:8])[CH:5]=[CH:6][CH:7]=1.F[C:10]1[CH:15]=[CH:14][CH:13]=[CH:12][C:11]=1[N+:16]([O-:18])=[O:17].[F:19][C:20]1[CH:21]=[C:22]([CH:31]=[CH:32][CH:33]=1)[O:23][C:24]1[CH:30]=[CH:29][CH:28]=[CH:27][C:25]=1[NH2:26].[NH2:34][C:35]1[S:36][CH:37]=[CH:38][N:39]=1. No catalyst specified. The product is [F:1][C:2]1[CH:3]=[C:4]([CH:5]=[CH:6][CH:7]=1)[O:8][C:10]1[CH:15]=[CH:14][CH:13]=[CH:12][C:11]=1[N+:16]([O-:18])=[O:17].[F:19][C:20]1[CH:21]=[C:22]([CH:31]=[CH:32][CH:33]=1)[O:23][C:24]1[CH:30]=[CH:29][CH:28]=[CH:27][C:25]=1[NH:26][C:4]([NH:34][C:35]1[S:36][CH:37]=[CH:38][N:39]=1)=[O:8]. The yield is 0.730. (4) The reactants are [CH2:1]([O:4][CH2:5][CH2:6][O:7][CH2:8][CH2:9][O:10][C:11]1[CH:16]=[CH:15][C:14]([N:17]2[C:21](=[O:22])[NH:20][NH:19][C:18]2=[O:23])=[CH:13][CH:12]=1)[C:2]#[CH:3]. The catalyst is C(Cl)Cl. The product is [CH2:1]([O:4][CH2:5][CH2:6][O:7][CH2:8][CH2:9][O:10][C:11]1[CH:16]=[CH:15][C:14]([N:17]2[C:18](=[O:23])[N:19]=[N:20][C:21]2=[O:22])=[CH:13][CH:12]=1)[C:2]#[CH:3]. The yield is 0.740. (5) The reactants are [N+:1]([C:4]1[CH:9]=[CH:8][C:7]([CH2:10][CH2:11][C:12](=[O:17])[CH2:13][C:14](=[O:16])[CH3:15])=[CH:6][CH:5]=1)([O-])=O.[Si]([CH:22]([OH:29])[CH:23](O)[Si](C)(C)C)(C)(C)C.[Si](OS(C(F)(F)F)(=O)=O)(C)(C)C.[H][H].[CH3:44][CH2:45][O:46]C(C)=O. The catalyst is C(Cl)Cl. The product is [CH3:15][C:14]1([CH2:13][C:12]2([CH2:11][CH2:10][C:7]3[CH:8]=[CH:9][C:4]([NH2:1])=[CH:5][CH:6]=3)[O:17][CH2:23][CH2:22][O:29]2)[O:46][CH2:45][CH2:44][O:16]1. The yield is 1.00.